This data is from Full USPTO retrosynthesis dataset with 1.9M reactions from patents (1976-2016). The task is: Predict the reactants needed to synthesize the given product. Given the product [Cl:18][CH2:19][CH2:20][CH2:21][NH:22][C:14]([C:4]1[C:5]([C:8]2[CH:9]=[CH:10][CH:11]=[CH:12][CH:13]=2)=[N:6][O:7][C:3]=1[CH2:1][CH3:2])=[O:16], predict the reactants needed to synthesize it. The reactants are: [CH2:1]([C:3]1[O:7][N:6]=[C:5]([C:8]2[CH:13]=[CH:12][CH:11]=[CH:10][CH:9]=2)[C:4]=1[C:14]([OH:16])=O)[CH3:2].Cl.[Cl:18][CH2:19][CH2:20][CH2:21][NH2:22].C(N(CC)CC)C.CN(C)C=O.